Task: Predict the product of the given reaction.. Dataset: Forward reaction prediction with 1.9M reactions from USPTO patents (1976-2016) The product is: [F:3][C:4]1[C:8]([S:9](=[O:17])(=[O:18])[NH:10][C@H:11]([CH3:16])[C:12]([F:15])([F:14])[F:13])=[C:7]([CH3:26])[N:6]([CH3:19])[C:5]=1[C:20]([O:22][CH2:23][CH3:24])=[O:21]. Given the reactants BrBr.[F:3][C:4]1[C:8]([S:9](=[O:18])(=[O:17])[NH:10][C@H:11]([CH3:16])[C:12]([F:15])([F:14])[F:13])=[CH:7][N:6]([CH3:19])[C:5]=1[C:20]([O:22][CH2:23][CH3:24])=[O:21].Br[C:26]1N(C)C(C(OCC)=O)=C(F)C=1S(=O)(=O)N[C@H](C)C(F)(F)F.C[Sn](C)(C)C, predict the reaction product.